Dataset: Full USPTO retrosynthesis dataset with 1.9M reactions from patents (1976-2016). Task: Predict the reactants needed to synthesize the given product. (1) Given the product [ClH:34].[C:1]([NH:4][CH2:5][CH2:6][CH2:7][S:8]([O:11][CH2:12][C:13]([NH2:19])([CH3:18])[C:14]([O:16][CH3:17])=[O:15])(=[O:9])=[O:10])(=[O:3])[CH3:2], predict the reactants needed to synthesize it. The reactants are: [C:1]([NH:4][CH2:5][CH2:6][CH2:7][S:8]([O:11][CH2:12][C:13]([NH:19]C(OC(C)(C)C)=O)([CH3:18])[C:14]([O:16][CH3:17])=[O:15])(=[O:10])=[O:9])(=[O:3])[CH3:2].FC(F)(F)C(O)=O.[Cl:34]CCl. (2) Given the product [CH3:15][S:12]([OH:13])(=[O:14])=[O:29].[C:15]1([S:12]([C:5]2[C:6]3[C:11](=[CH:10][CH:9]=[CH:8][CH:7]=3)[C:2]([N:21]3[CH2:27][CH2:26][CH2:25][NH:24][CH2:23][CH2:22]3)=[CH:3][CH:4]=2)(=[O:14])=[O:13])[CH:20]=[CH:19][CH:18]=[CH:17][CH:16]=1, predict the reactants needed to synthesize it. The reactants are: F[C:2]1[C:11]2[C:6](=[CH:7][CH:8]=[CH:9][CH:10]=2)[C:5]([S:12]([C:15]2[CH:20]=[CH:19][CH:18]=[CH:17][CH:16]=2)(=[O:14])=[O:13])=[CH:4][CH:3]=1.[NH:21]1[CH2:27][CH2:26][CH2:25][NH:24][CH2:23][CH2:22]1.C(=O)([O-])[O-:29].[K+].[K+]. (3) Given the product [NH2:31][C:28]1[N:29]=[CH:30][C:25]([C:2]2[CH:6]=[C:5]([CH:7]3[CH:12]4[CH:8]3[CH2:9][CH2:10][CH:11]4[OH:13])[N:4]([CH:14]([CH3:16])[CH3:15])[N:3]=2)=[CH:26][C:27]=1[C:32]([F:35])([F:33])[F:34], predict the reactants needed to synthesize it. The reactants are: I[C:2]1[CH:6]=[C:5]([CH:7]2[CH:12]3[CH:8]2[CH2:9][CH2:10][CH:11]3[OH:13])[N:4]([CH:14]([CH3:16])[CH3:15])[N:3]=1.CC1(C)C(C)(C)OB([C:25]2[CH:26]=[C:27]([C:32]([F:35])([F:34])[F:33])[C:28]([NH2:31])=[N:29][CH:30]=2)O1.C(=O)([O-])[O-].[Cs+].[Cs+]. (4) Given the product [F:23][C:24]([F:38])([F:39])[C:25]1[CH:30]=[C:29]([C:31]([F:32])([F:33])[F:34])[CH:28]=[CH:27][C:26]=1[C:2]1[CH:3]=[C:4]([CH2:18][C:19]([O:21][CH3:22])=[O:20])[CH:5]=[CH:6][C:7]=1[C:8]1[CH:13]=[CH:12][C:11]([C:14]([F:17])([F:16])[F:15])=[CH:10][CH:9]=1, predict the reactants needed to synthesize it. The reactants are: Br[C:2]1[CH:3]=[C:4]([CH2:18][C:19]([O:21][CH3:22])=[O:20])[CH:5]=[CH:6][C:7]=1[C:8]1[CH:13]=[CH:12][C:11]([C:14]([F:17])([F:16])[F:15])=[CH:10][CH:9]=1.[F:23][C:24]([F:39])([F:38])[C:25]1[CH:30]=[C:29]([C:31]([F:34])([F:33])[F:32])[CH:28]=[CH:27][C:26]=1B(O)O. (5) Given the product [F:31][C:28]1[CH:29]=[CH:30][C:25]([CH2:23][C:19]2[S:20][CH:21]=[CH:22][C:18]=2[CH2:17][CH2:16][OH:15])=[CH:26][CH:27]=1, predict the reactants needed to synthesize it. The reactants are: Cl[Si](C)(C)C.[I-].[Na+].[Si]([O:15][CH2:16][CH2:17][C:18]1[CH:22]=[CH:21][S:20][C:19]=1[CH:23]([C:25]1[CH:30]=[CH:29][C:28]([F:31])=[CH:27][CH:26]=1)O)(C(C)(C)C)(C)C.[OH-].[Na+]. (6) Given the product [Cl:1][C:2]1[CH:7]=[CH:6][C:5]([O:8][CH3:9])=[CH:4][C:3]=1[O:10][C:18]1[N:27]=[C:26]([C:28]2[CH:33]=[CH:32][C:31]([CH3:34])=[C:30]([F:35])[CH:29]=2)[CH:25]=[CH:24][C:19]=1[C:20]([O:22][CH3:23])=[O:21], predict the reactants needed to synthesize it. The reactants are: [Cl:1][C:2]1[CH:7]=[CH:6][C:5]([O:8][CH3:9])=[CH:4][C:3]=1[OH:10].C(=O)([O-])[O-].[K+].[K+].Cl[C:18]1[N:27]=[C:26]([C:28]2[CH:33]=[CH:32][C:31]([CH3:34])=[C:30]([F:35])[CH:29]=2)[CH:25]=[CH:24][C:19]=1[C:20]([O:22][CH3:23])=[O:21]. (7) The reactants are: C([O:3][C:4](=[O:34])[CH2:5][N:6]1[C:14]2[C:9](=[CH:10][C:11]([O:15][CH2:16][C:17]3[S:21][C:20]([C:22]4[CH:27]=[CH:26][C:25]([C:28]([F:31])([F:30])[F:29])=[CH:24][CH:23]=4)=[N:19][C:18]=3[CH3:32])=[CH:12][CH:13]=2)[CH:8]=[C:7]1[CH3:33])C.[Li+].[OH-]. Given the product [CH3:33][C:7]1[N:6]([CH2:5][C:4]([OH:34])=[O:3])[C:14]2[C:9]([CH:8]=1)=[CH:10][C:11]([O:15][CH2:16][C:17]1[S:21][C:20]([C:22]3[CH:23]=[CH:24][C:25]([C:28]([F:31])([F:29])[F:30])=[CH:26][CH:27]=3)=[N:19][C:18]=1[CH3:32])=[CH:12][CH:13]=2, predict the reactants needed to synthesize it. (8) Given the product [C:34]1([C:37]2[CH:38]=[CH:39][CH:40]=[CH:41][CH:42]=2)[CH:33]=[CH:32][C:31]([C@@:5]23[CH2:9][N:8]([C@H:7]([C:27]([O:29][CH3:30])=[O:28])[CH2:6]2)[C:10](=[O:26])[C@@H:11]([NH:18][C:19]([O:21][C:22]([CH3:24])([CH3:25])[CH3:23])=[O:20])[CH2:12][CH2:13][CH2:14][CH2:15][CH:16]=[CH:17][CH2:1][S:4]3)=[CH:36][CH:35]=1, predict the reactants needed to synthesize it. The reactants are: [CH2:1]([S:4][C@:5]1([C:31]2[CH:36]=[CH:35][C:34]([C:37]3[CH:42]=[CH:41][CH:40]=[CH:39][CH:38]=3)=[CH:33][CH:32]=2)[CH2:9][N:8]([C:10](=[O:26])[C@@H:11]([NH:18][C:19]([O:21][C:22]([CH3:25])([CH3:24])[CH3:23])=[O:20])[CH2:12][CH2:13][CH2:14][CH2:15][CH:16]=[CH2:17])[C@H:7]([C:27]([O:29][CH3:30])=[O:28])[CH2:6]1)C=C.SC1N=CC=CC=1C(O)=O. (9) Given the product [ClH:41].[C:1]([NH:4][C:5]1[S:6][CH:7]=[C:8]([CH2:10][CH2:11][C:12]2[CH:33]=[CH:32][C:15]([CH2:16][NH:17][C:18]([NH:20][NH2:21])=[O:19])=[C:14]([F:34])[CH:13]=2)[N:9]=1)(=[O:3])[CH3:2], predict the reactants needed to synthesize it. The reactants are: [C:1]([NH:4][C:5]1[S:6][CH:7]=[C:8]([CH2:10][CH2:11][C:12]2[CH:33]=[CH:32][C:15]([CH2:16][NH:17][C:18]([NH:20][N:21](C([O-])=O)C(OC(C)(C)C)=O)=[O:19])=[C:14]([F:34])[CH:13]=2)[N:9]=1)(=[O:3])[CH3:2].O1CCOCC1.[ClH:41].